The task is: Predict the reactants needed to synthesize the given product.. This data is from Full USPTO retrosynthesis dataset with 1.9M reactions from patents (1976-2016). (1) Given the product [CH2:32]([O:34][C:35]1[CH:40]=[CH:39][C:38]([O:47][CH2:44][CH:12]2[CH2:13][CH2:14][CH:15]([CH:18]3[CH2:27][CH2:26][CH:25]4[CH:20]([CH2:21][CH2:22][CH:23]([CH2:28][CH2:29][CH3:30])[CH2:24]4)[CH2:19]3)[CH2:16][CH2:17]2)=[C:37]([F:42])[C:36]=1[F:43])[CH3:33], predict the reactants needed to synthesize it. The reactants are: C1(C)C=CC(S(OC[CH:12]2[CH2:17][CH2:16][CH:15]([CH:18]3[CH2:27][CH2:26][CH:25]4[CH:20]([CH2:21][CH2:22][CH:23]([CH2:28][CH2:29][CH3:30])[CH2:24]4)[CH2:19]3)[CH2:14][CH2:13]2)(=O)=O)=CC=1.[CH2:32]([O:34][C:35]1[CH:40]=[CH:39][C:38](O)=[C:37]([F:42])[C:36]=1[F:43])[CH3:33].[C:44](=[O:47])([O-])[O-].[K+].[K+]. (2) Given the product [N:1]1[C:10]2[CH:9]=[C:8]3[CH2:11][CH2:12][NH:13][CH2:14][CH2:15][C:7]3=[CH:6][C:5]=2[N:4]=[CH:3][CH:2]=1.[F:29][C:27]([F:30])([F:28])[C:26]([N:23]1[CH2:22][CH2:21][C:20]2[C:19](=[CH:18][C:17]3[NH:16][C:35](=[O:36])[CH:37]=[N:34][C:33]=3[CH:32]=2)[CH2:25][CH2:24]1)=[O:31], predict the reactants needed to synthesize it. The reactants are: [N:1]1[C:10]2[CH:9]=[C:8]3[CH2:11][CH2:12][NH:13][CH2:14][CH2:15][C:7]3=[CH:6][C:5]=2[N:4]=[CH:3][CH:2]=1.[NH2:16][C:17]1[C:33]([NH2:34])=[CH:32][C:20]2[CH2:21][CH2:22][N:23]([C:26](=[O:31])[C:27]([F:30])([F:29])[F:28])[CH2:24][CH2:25][C:19]=2[CH:18]=1.[CH:35]([CH:37]=O)=[O:36]. (3) Given the product [CH3:3][O:4][C:5]([C@@H:7]1[CH2:12][CH2:11][CH2:10][N:9]([C:13](=[O:31])[C@@H:14]([NH:16][C:17](=[O:30])[C@@H:18]([NH:22][C:23]([O:25][C:26]([CH3:27])([CH3:29])[CH3:28])=[O:24])[CH:19]([CH3:21])[CH3:20])[CH3:15])[NH:8]1)=[O:6], predict the reactants needed to synthesize it. The reactants are: ClC(Cl)(Cl)[CH2:3][O:4][C:5]([C@@H:7]1[CH2:12][CH2:11][CH2:10][N:9]([C:13](=[O:31])[C@@H:14]([NH:16][C:17](=[O:30])[C@@H:18]([NH:22][C:23]([O:25][C:26]([CH3:29])([CH3:28])[CH3:27])=[O:24])[CH:19]([CH3:21])[CH3:20])[CH3:15])[NH:8]1)=[O:6].[F-].C([N+](CCCC)(CCCC)CCCC)CCC. (4) Given the product [Br:1][C:2]1[CH:3]=[C:4]2[CH2:5][CH2:6][C:7]3=[CH:8][C:9]([Br:19])=[CH:10][C:11]4[NH:16][C:14]([CH:15]=1)=[C:13]2[C:12]=43, predict the reactants needed to synthesize it. The reactants are: [Br:1][C:2]1[CH:15]=[C:14]([N+:16]([O-])=O)[C:13]2[C:12]3[C:7](=[CH:8][C:9]([Br:19])=[CH:10][CH:11]=3)[CH2:6][CH2:5][C:4]=2[CH:3]=1.C1(P(C2C=CC=CC=2)C2C=CC=CC=2)C=CC=CC=1. (5) Given the product [O:24]=[C:22]1[O:21][CH2:20][C:19]([N:3]2[CH2:4][CH2:5][C:6]3([CH2:7][CH2:8][NH:9][CH2:10][CH2:11]3)[C:2]2=[O:1])=[CH:23]1, predict the reactants needed to synthesize it. The reactants are: [O:1]=[C:2]1[C:6]2([CH2:11][CH2:10][N:9](C(OC(C)(C)C)=O)[CH2:8][CH2:7]2)[CH2:5][CH2:4][N:3]1[C:19]1[CH2:20][O:21][C:22](=[O:24])[CH:23]=1.FC(F)(F)C(O)=O. (6) Given the product [Br:1][C:2]1[C:7]([Cl:9])=[CH:6][N:5]=[C:4]([NH2:8])[CH:3]=1, predict the reactants needed to synthesize it. The reactants are: [Br:1][C:2]1[CH:7]=[CH:6][N:5]=[C:4]([NH2:8])[CH:3]=1.[Cl:9]N1C(=O)CCC1=O.[OH-].[Na+]. (7) Given the product [Br:24][C:20]1[C:3]([N:2]([CH3:1])[CH:21]([CH3:23])[CH3:22])=[N:4][C:5]2[O:11][CH2:10][CH2:9][N:8]([C:12]([O:14][C:15]([CH3:18])([CH3:16])[CH3:17])=[O:13])[CH2:7][C:6]=2[N:19]=1, predict the reactants needed to synthesize it. The reactants are: [CH3:1][N:2]([CH:21]([CH3:23])[CH3:22])[C:3]1[CH:20]=[N:19][C:6]2[CH2:7][N:8]([C:12]([O:14][C:15]([CH3:18])([CH3:17])[CH3:16])=[O:13])[CH2:9][CH2:10][O:11][C:5]=2[N:4]=1.[Br:24]N1C(=O)CCC1=O.C(#N)C. (8) Given the product [N+:28]([C:23]1[CH:22]=[C:21]([Cl:20])[CH:27]=[CH:26][C:24]=1[O:1][N:2]1[C:7]([CH3:8])([CH3:9])[CH2:6][CH:5]([OH:10])[CH2:4][C:3]1([CH3:12])[CH3:11])([O-:30])=[O:29], predict the reactants needed to synthesize it. The reactants are: [OH:1][N:2]1[C:7]([CH3:9])([CH3:8])[CH2:6][CH:5]([OH:10])[CH2:4][C:3]1([CH3:12])[CH3:11].N(OC(C)(C)C)=O.[Cl:20][C:21]1[CH:27]=[CH:26][C:24](N)=[C:23]([N+:28]([O-:30])=[O:29])[CH:22]=1. (9) Given the product [CH3:1][O:2][C:3](=[O:31])[C:4]1[CH:9]=[CH:8][C:7]([CH2:10][N:11]2[CH:15]=[C:14]([C:16]3[CH:21]=[CH:20][C:19]([Cl:22])=[CH:18][C:17]=3[Cl:23])[N:13]=[C:12]2[C:24]2[CH:29]=[CH:28][C:27]([C:37]3[CH:36]=[CH:35][CH:34]=[C:33]([NH2:32])[CH:38]=3)=[CH:26][CH:25]=2)=[CH:6][CH:5]=1, predict the reactants needed to synthesize it. The reactants are: [CH3:1][O:2][C:3](=[O:31])[C:4]1[CH:9]=[CH:8][C:7]([CH2:10][N:11]2[CH:15]=[C:14]([C:16]3[CH:21]=[CH:20][C:19]([Cl:22])=[CH:18][C:17]=3[Cl:23])[N:13]=[C:12]2[C:24]2[CH:29]=[CH:28][C:27](Br)=[CH:26][CH:25]=2)=[CH:6][CH:5]=1.[NH2:32][C:33]1[CH:34]=[C:35](B(O)O)[CH:36]=[CH:37][CH:38]=1.